From a dataset of Reaction yield outcomes from USPTO patents with 853,638 reactions. Predict the reaction yield, written as a fraction of the theoretical maximum amount of product (1.0 means a 100% yield; for example, 0.34 means a 34% yield). (1) The reactants are [O:1]([C:8]1[CH:9]=[C:10]2[C:15](=[CH:16][CH:17]=1)[CH2:14][CH:13]([CH:18]([C:20]1[O:21][C:22]([C:25]3[CH:30]=[CH:29][CH:28]=[CH:27][N:26]=3)=[CH:23][N:24]=1)[OH:19])[CH2:12][CH2:11]2)[C:2]1[CH:7]=[CH:6][CH:5]=[CH:4][CH:3]=1.CC(OI1(OC(C)=O)(OC(C)=O)OC(=O)C2C=CC=CC1=2)=O. The catalyst is C(Cl)Cl. The product is [O:1]([C:8]1[CH:9]=[C:10]2[C:15](=[CH:16][CH:17]=1)[CH2:14][CH:13]([C:18]([C:20]1[O:21][C:22]([C:25]3[CH:30]=[CH:29][CH:28]=[CH:27][N:26]=3)=[CH:23][N:24]=1)=[O:19])[CH2:12][CH2:11]2)[C:2]1[CH:7]=[CH:6][CH:5]=[CH:4][CH:3]=1. The yield is 0.880. (2) The reactants are C([Li])CCC.[CH3:6][C:7]1[N:8]=[CH:9][S:10][CH:11]=1.CON(C)[C:15](=[O:17])[CH3:16]. The catalyst is CCOCC. The product is [CH3:6][C:7]1[N:8]=[C:9]([C:15](=[O:17])[CH3:16])[S:10][CH:11]=1. The yield is 0.390. (3) The reactants are [F:1][C:2]([F:23])([F:22])[C:3]1[CH:8]=[CH:7][CH:6]=[CH:5][C:4]=1[C:9]1[N:10]=[C:11]2[C:16]([C:17]([O:19]C)=[O:18])=[CH:15][CH:14]=[N:13][N:12]2[CH:21]=1.[OH-].[Na+]. The catalyst is CO.O. The product is [F:23][C:2]([F:1])([F:22])[C:3]1[CH:8]=[CH:7][CH:6]=[CH:5][C:4]=1[C:9]1[N:10]=[C:11]2[C:16]([C:17]([OH:19])=[O:18])=[CH:15][CH:14]=[N:13][N:12]2[CH:21]=1. The yield is 0.695. (4) The reactants are C([N:5]1[C:9](C)=[C:8]([C:11]2[CH:16]=[CH:15]C=CC=2)C=N1)CC#C.[CH2:17]([N:21]1[CH:25]=[C:24]([C:26]2[CH:31]=[CH:30][CH:29]=[CH:28][CH:27]=2)[C:23]([CH3:32])=[N:22]1)[CH2:18][C:19]#[CH:20].CC1N(CCC#CC2C=CC=CN=2)N=CC=1C1C=CC=CC=1. No catalyst specified. The product is [CH3:32][C:23]1[C:24]([C:26]2[CH:31]=[CH:30][CH:29]=[CH:28][CH:27]=2)=[CH:25][N:21]([CH2:17][CH2:18][C:19]#[C:20][C:9]2[CH:8]=[CH:11][CH:16]=[CH:15][N:5]=2)[N:22]=1. The yield is 0.100.